Dataset: Catalyst prediction with 721,799 reactions and 888 catalyst types from USPTO. Task: Predict which catalyst facilitates the given reaction. (1) Product: [C:15]1([S:21]([C:24]2[CH:25]=[CH:26][C:27]([CH2:28][NH:1][CH2:2][C@H:3]([C:5]3[CH:10]=[CH:9][CH:8]=[CH:7][CH:6]=3)[OH:4])=[CH:30][CH:31]=2)(=[O:23])=[O:22])[CH:16]=[CH:17][CH:18]=[CH:19][CH:20]=1. The catalyst class is: 1. Reactant: [NH2:1][CH2:2][C@H:3]([C:5]1[CH:10]=[CH:9][CH:8]=[CH:7][CH:6]=1)[OH:4].C(O)(=O)C.[C:15]1([S:21]([C:24]2[CH:31]=[CH:30][C:27]([CH:28]=O)=[CH:26][CH:25]=2)(=[O:23])=[O:22])[CH:20]=[CH:19][CH:18]=[CH:17][CH:16]=1.C(O[BH-](OC(=O)C)OC(=O)C)(=O)C.[Na+]. (2) Reactant: [H-].[Al+3].[Li+].[H-].[H-].[H-].[Br:7][C:8]1[CH:12]=[C:11]([CH3:13])[S:10][C:9]=1[CH:14]=[N:15]O.[OH-].[Na+].[O-]S([O-])(=O)=O.[Na+].[Na+]. Product: [Br:7][C:8]1[CH:12]=[C:11]([CH3:13])[S:10][C:9]=1[CH2:14][NH2:15].[CH3:13][C:11]1[S:10][C:9]([CH2:14][NH2:15])=[CH:8][CH:12]=1. The catalyst class is: 280. (3) Reactant: [C:1]([N:5]1[CH2:27][CH2:26][CH2:25][CH2:24][C:8]2[C:9]([Cl:23])=[C:10]3[C:19]4[CH:18]=[C:17](Br)[C:16]([O:21][CH3:22])=[CH:15][C:14]=4[CH2:13][CH2:12][N:11]3[C:7]=2[C:6]1=[O:28])([CH3:4])([CH3:3])[CH3:2].[N:29]1[CH:34]=[CH:33][CH:32]=[C:31](B(O)O)[CH:30]=1.C([O-])([O-])=O.[K+].[K+].C(COC)OC. Product: [C:1]([N:5]1[CH2:27][CH2:26][CH2:25][CH2:24][C:8]2[C:9]([Cl:23])=[C:10]3[C:19]4[CH:18]=[C:17]([C:31]5[CH:30]=[N:29][CH:34]=[CH:33][CH:32]=5)[C:16]([O:21][CH3:22])=[CH:15][C:14]=4[CH2:13][CH2:12][N:11]3[C:7]=2[C:6]1=[O:28])([CH3:4])([CH3:3])[CH3:2]. The catalyst class is: 257. (4) Reactant: Br[C:2]1[CH:3]=[C:4]2[C:8](=[CH:9][C:10]=1[F:11])[NH:7][N:6]=[CH:5]2.CC1(C)C2C(=C(P(C3C=CC=CC=3)C3C=CC=CC=3)C=CC=2)OC2C(P(C3C=CC=CC=3)C3C=CC=CC=3)=CC=CC1=2.CCN(C(C)C)C(C)C.[CH2:63]([SH:70])[C:64]1[CH:69]=[CH:68][CH:67]=[CH:66][CH:65]=1. Product: [CH2:63]([S:70][C:2]1[CH:3]=[C:4]2[C:8](=[CH:9][C:10]=1[F:11])[NH:7][N:6]=[CH:5]2)[C:64]1[CH:69]=[CH:68][CH:67]=[CH:66][CH:65]=1. The catalyst class is: 62.